This data is from Reaction yield outcomes from USPTO patents with 853,638 reactions. The task is: Predict the reaction yield, written as a fraction of the theoretical maximum amount of product (1.0 means a 100% yield; for example, 0.34 means a 34% yield). (1) The reactants are [C:1]([C:3]1[C:8]([F:9])=[CH:7][CH:6]=[CH:5][C:4]=1[N:10]([CH3:15])[S:11]([CH3:14])(=[O:13])=[O:12])#[N:2].Cl.[CH3:17][NH:18][OH:19].C(=O)([O-])[O-].[Na+].[Na+].[C:26]([C:33]([O:35][CH2:36][CH3:37])=[O:34])#[C:27][C:28]([O:30][CH2:31][CH3:32])=[O:29]. The catalyst is C(OCC)(=O)C.O.C(O)C. The product is [CH2:36]([O:35][C:33]([C:26]1([CH2:27][C:28]([O:30][CH2:31][CH3:32])=[O:29])[O:19][N:18]([CH3:17])[C:1]([C:3]2[C:4]([N:10]([S:11]([CH3:14])(=[O:13])=[O:12])[CH3:15])=[CH:5][CH:6]=[CH:7][C:8]=2[F:9])=[N:2]1)=[O:34])[CH3:37]. The yield is 0.560. (2) The reactants are Cl[CH2:2][C:3]([C:5]1[C:10]([F:11])=[CH:9][C:8]([F:12])=[CH:7][C:6]=1[F:13])=O.[NH2:14][C:15]([NH2:17])=[S:16]. The catalyst is CCO. The product is [F:13][C:6]1[CH:7]=[C:8]([F:12])[CH:9]=[C:10]([F:11])[C:5]=1[C:3]1[N:14]=[C:15]([NH2:17])[S:16][CH:2]=1. The yield is 0.970.